This data is from Full USPTO retrosynthesis dataset with 1.9M reactions from patents (1976-2016). The task is: Predict the reactants needed to synthesize the given product. (1) Given the product [NH2:8][C:9]1[CH:14]=[CH:13][C:12]([C:15]2[CH:16]=[C:17]([C:21]([O:23][CH3:24])=[O:22])[N:18]([CH3:20])[CH:19]=2)=[CH:11][CH:10]=1, predict the reactants needed to synthesize it. The reactants are: C(OC([NH:8][C:9]1[CH:14]=[CH:13][C:12]([C:15]2[CH:16]=[C:17]([C:21]([O:23][CH3:24])=[O:22])[N:18]([CH3:20])[CH:19]=2)=[CH:11][CH:10]=1)=O)(C)(C)C. (2) Given the product [CH:1]1([N:7]([CH:11]2[CH2:16][CH2:15][CH2:14][CH2:13][CH2:12]2)[C:8]([NH:27][C:25]([NH:24][CH2:23][C:19]2[CH:18]=[N:17][CH:22]=[CH:21][CH:20]=2)=[O:26])=[O:9])[CH2:6][CH2:5][CH2:4][CH2:3][CH2:2]1, predict the reactants needed to synthesize it. The reactants are: [CH:1]1([N:7]([CH:11]2[CH2:16][CH2:15][CH2:14][CH2:13][CH2:12]2)[C:8](Cl)=[O:9])[CH2:6][CH2:5][CH2:4][CH2:3][CH2:2]1.[N:17]1[CH:22]=[CH:21][CH:20]=[C:19]([CH2:23][NH:24][C:25]([NH2:27])=[O:26])[CH:18]=1. (3) Given the product [Cl:39][C:22]1[C:23]([C:25]2[CH:30]=[CH:29][CH:28]=[C:27]([NH:31][CH2:32][CH:33]3[CH2:38][CH2:37][O:36][CH2:35][CH2:34]3)[N:26]=2)=[CH:24][C:19]([NH:18][C:17]([C@H:15]2[CH2:14][CH2:13][C@H:12]([CH3:41])[NH:11][CH2:16]2)=[O:40])=[N:20][CH:21]=1, predict the reactants needed to synthesize it. The reactants are: C(OC([N:11]1[CH2:16][C@@H:15]([C:17](=[O:40])[NH:18][C:19]2[CH:24]=[C:23]([C:25]3[CH:30]=[CH:29][CH:28]=[C:27]([NH:31][CH2:32][CH:33]4[CH2:38][CH2:37][O:36][CH2:35][CH2:34]4)[N:26]=3)[C:22]([Cl:39])=[CH:21][N:20]=2)[CH2:14][CH2:13][C@@H:12]1[CH3:41])=O)C1C=CC=CC=1.